Dataset: Peptide-MHC class II binding affinity with 134,281 pairs from IEDB. Task: Regression. Given a peptide amino acid sequence and an MHC pseudo amino acid sequence, predict their binding affinity value. This is MHC class II binding data. The peptide sequence is SQDLELSWYLNGLQAY. The MHC is HLA-DQA10301-DQB10302 with pseudo-sequence HLA-DQA10301-DQB10302. The binding affinity (normalized) is 0.400.